This data is from Full USPTO retrosynthesis dataset with 1.9M reactions from patents (1976-2016). The task is: Predict the reactants needed to synthesize the given product. (1) Given the product [CH3:29][O:28][C:26]1[CH:25]=[C:24]([CH2:30][CH2:31][C:32]2[CH:33]=[C:34]([NH:37][C:13](=[O:15])[C:12]3[CH:11]=[CH:10][C:9]([N:4]4[CH2:5][C@H:6]([CH3:8])[NH:7][C@H:2]([CH3:1])[CH2:3]4)=[CH:19][CH:18]=3)[NH:35][N:36]=2)[CH:23]=[C:22]([O:21][CH3:20])[CH:27]=1, predict the reactants needed to synthesize it. The reactants are: [CH3:1][C@H:2]1[NH:7][C@@H:6]([CH3:8])[CH2:5][N:4]([C:9]2[CH:19]=[CH:18][C:12]([C:13]([O:15]CC)=O)=[CH:11][CH:10]=2)[CH2:3]1.[CH3:20][O:21][C:22]1[CH:23]=[C:24]([CH2:30][CH2:31][C:32]2[CH:33]=[C:34]([NH2:37])[NH:35][N:36]=2)[CH:25]=[C:26]([O:28][CH3:29])[CH:27]=1.C[Al](C)C. (2) The reactants are: [CH2:1]([N:8]1[CH2:13][CH2:12][O:11][CH:10]([C:14]([C:25]2[CH:30]=[CH:29][CH:28]=[CH:27][CH:26]=2)([OH:24])[CH2:15][C:16]2[C:21](F)=[CH:20][CH:19]=[CH:18][C:17]=2[Cl:23])[CH2:9]1)[C:2]1[CH:7]=[CH:6][CH:5]=[CH:4][CH:3]=1.[Cl:31]C1C=CC(Cl)=CC=1C[Mg]Cl. Given the product [CH2:1]([N:8]1[CH2:13][CH2:12][O:11][CH:10]([C:14]([C:25]2[CH:30]=[CH:29][CH:28]=[CH:27][CH:26]=2)([OH:24])[CH2:15][C:16]2[CH:21]=[C:20]([Cl:31])[CH:19]=[CH:18][C:17]=2[Cl:23])[CH2:9]1)[C:2]1[CH:7]=[CH:6][CH:5]=[CH:4][CH:3]=1, predict the reactants needed to synthesize it. (3) Given the product [Cl:41][C:42]1[N:47]=[C:46]([C:29]2[CH2:28][CH2:27][O:26][CH2:31][CH:30]=2)[CH:45]=[CH:44][N:43]=1, predict the reactants needed to synthesize it. The reactants are: C1(P(C2CCCCC2)C2C=CC=CC=2C2C=CC=CC=2)CCCCC1.[O:26]1[CH2:31][CH:30]=[C:29](B2OC(C)(C)C(C)(C)O2)[CH2:28][CH2:27]1.[Cl:41][C:42]1[N:47]=[C:46](Cl)[CH:45]=[CH:44][N:43]=1.[F-].[K+].C([O-])(O)=O.[Na+].